Dataset: NCI-60 drug combinations with 297,098 pairs across 59 cell lines. Task: Regression. Given two drug SMILES strings and cell line genomic features, predict the synergy score measuring deviation from expected non-interaction effect. (1) Drug 1: C1=CN(C(=O)N=C1N)C2C(C(C(O2)CO)O)O.Cl. Drug 2: CNC(=O)C1=NC=CC(=C1)OC2=CC=C(C=C2)NC(=O)NC3=CC(=C(C=C3)Cl)C(F)(F)F. Cell line: HCC-2998. Synergy scores: CSS=42.5, Synergy_ZIP=-0.0414, Synergy_Bliss=-4.52, Synergy_Loewe=-38.2, Synergy_HSA=-7.38. (2) Drug 1: CN(C)N=NC1=C(NC=N1)C(=O)N. Drug 2: CC(C1=C(C=CC(=C1Cl)F)Cl)OC2=C(N=CC(=C2)C3=CN(N=C3)C4CCNCC4)N. Cell line: MDA-MB-435. Synergy scores: CSS=5.16, Synergy_ZIP=-2.15, Synergy_Bliss=-1.50, Synergy_Loewe=-26.3, Synergy_HSA=-6.31. (3) Drug 1: C(CC(=O)O)C(=O)CN.Cl. Drug 2: C1=NNC2=C1C(=O)NC=N2. Cell line: A498. Synergy scores: CSS=8.19, Synergy_ZIP=7.19, Synergy_Bliss=-3.52, Synergy_Loewe=-3.55, Synergy_HSA=-3.49.